Task: Predict the reactants needed to synthesize the given product.. Dataset: Full USPTO retrosynthesis dataset with 1.9M reactions from patents (1976-2016) (1) Given the product [Cl:11][C:12]1[CH:13]=[CH:14][C:15]2[O:26][C:25]3[CH:27]=[CH:28][CH:29]=[CH:30][C:24]=3[C@H:18]3[CH2:19][N:20]([CH3:22])[CH2:21][C@@H:17]3[C:16]=2[CH:31]=1, predict the reactants needed to synthesize it. The reactants are: [Cl-].[Al+3].[Cl-].[Cl-].[H-].[Al+3].[Li+].[H-].[H-].[H-].[Cl:11][C:12]1[CH:13]=[CH:14][C:15]2[O:26][C:25]3[CH:27]=[CH:28][CH:29]=[CH:30][C:24]=3[C@H:18]3[C:19](=O)[N:20]([CH3:22])[CH2:21][C@@H:17]3[C:16]=2[CH:31]=1.C(C(C(C([O-])=O)O)O)([O-])=O.[Na+].[Na+]. (2) Given the product [N:25]([C@@H:6]1[CH2:11][CH2:10][O:9][CH2:8][C@@H:7]1[NH:12][C:13](=[O:14])[O:15][C:16]([CH3:19])([CH3:18])[CH3:17])=[N+:26]=[N-:27], predict the reactants needed to synthesize it. The reactants are: CS(O[C@H:6]1[CH2:11][CH2:10][O:9][CH2:8][C@@H:7]1[NH:12][C:13]([O:15][C:16]([CH3:19])([CH3:18])[CH3:17])=[O:14])(=O)=O.CC([O-])=O.[Na+].[N-:25]=[N+:26]=[N-:27].[Na+].